From a dataset of Reaction yield outcomes from USPTO patents with 853,638 reactions. Predict the reaction yield, written as a fraction of the theoretical maximum amount of product (1.0 means a 100% yield; for example, 0.34 means a 34% yield). (1) The reactants are [Br:1][C:2]1[CH:3]=[C:4]([OH:9])[CH:5]=[C:6]([CH3:8])[CH:7]=1.[CH2:10](Br)[C:11]1[CH:16]=[CH:15][CH:14]=[CH:13][CH:12]=1.C(=O)([O-])[O-].[K+].[K+].Cl. The catalyst is CC(C)=O. The product is [CH2:10]([O:9][C:4]1[CH:5]=[C:6]([CH3:8])[CH:7]=[C:2]([Br:1])[CH:3]=1)[C:11]1[CH:16]=[CH:15][CH:14]=[CH:13][CH:12]=1. The yield is 1.00. (2) The reactants are [O:1]1[C:5]([C:6]2[CH:7]=[CH:8][C:9]([CH3:19])=[C:10]([C:12]3[CH:13]=[CH:14][C:15]([NH2:18])=[N:16][CH:17]=3)[CH:11]=2)=[CH:4][CH:3]=[N:2]1.C(Cl)CCl.[CH3:24][C:25]1[N:26]=[N:27][S:28][C:29]=1[C:30](O)=[O:31]. The catalyst is C(Cl)Cl. The product is [O:1]1[C:5]([C:6]2[CH:7]=[CH:8][C:9]([CH3:19])=[C:10]([C:12]3[CH:13]=[CH:14][C:15]([NH:18][C:30]([C:29]4[S:28][N:27]=[N:26][C:25]=4[CH3:24])=[O:31])=[N:16][CH:17]=3)[CH:11]=2)=[CH:4][CH:3]=[N:2]1. The yield is 0.550. (3) The reactants are [S:1]1[CH:5]=[CH:4][CH:3]=[C:2]1[C:6](Cl)=[O:7].[CH2:9]([N:16]1[C:25]2[C:20](=[CH:21][C:22]([Cl:26])=[CH:23][CH:24]=2)[C:19]([N:27]2[CH2:32][CH2:31][NH:30][CH2:29][CH2:28]2)=[C:18]([C:33]#[N:34])[C:17]1=[O:35])[C:10]1[CH:15]=[CH:14][CH:13]=[CH:12][CH:11]=1. The catalyst is N1C=CC=CC=1. The product is [CH2:9]([N:16]1[C:25]2[C:20](=[CH:21][C:22]([Cl:26])=[CH:23][CH:24]=2)[C:19]([N:27]2[CH2:32][CH2:31][N:30]([C:6]([C:2]3[S:1][CH:5]=[CH:4][CH:3]=3)=[O:7])[CH2:29][CH2:28]2)=[C:18]([C:33]#[N:34])[C:17]1=[O:35])[C:10]1[CH:15]=[CH:14][CH:13]=[CH:12][CH:11]=1. The yield is 0.820. (4) The reactants are [C:1]([C:3]1[CH:8]=[CH:7][CH:6]=[CH:5][C:4]=1[C:9]1[CH:14]=[CH:13][C:12]([CH2:15][C:16]2[C:17](=[O:54])[N:18]([C@H:28]3[CH2:33][CH2:32][C@H:31]([O:34][CH:35]([CH2:41][CH2:42]OS(C4C=CC(C)=CC=4)(=O)=O)[C:36]([O:38][CH2:39][CH3:40])=[O:37])[CH2:30][CH2:29]3)[C:19]3[N:20]([N:25]=[CH:26][N:27]=3)[C:21]=2[CH2:22][CH2:23][CH3:24])=[CH:11][CH:10]=1)#[N:2].CC(C)([O-])C.[K+].Cl. The catalyst is O1CCCC1. The product is [C:1]([C:3]1[CH:8]=[CH:7][CH:6]=[CH:5][C:4]=1[C:9]1[CH:10]=[CH:11][C:12]([CH2:15][C:16]2[C:17](=[O:54])[N:18]([C@H:28]3[CH2:33][CH2:32][C@H:31]([O:34][C:35]4([C:36]([O:38][CH2:39][CH3:40])=[O:37])[CH2:42][CH2:41]4)[CH2:30][CH2:29]3)[C:19]3[N:20]([N:25]=[CH:26][N:27]=3)[C:21]=2[CH2:22][CH2:23][CH3:24])=[CH:13][CH:14]=1)#[N:2]. The yield is 0.550. (5) The reactants are [Br:1][C:2]1[CH:7]=[CH:6][C:5]([S:8](Cl)(=[O:10])=[O:9])=[CH:4][C:3]=1[F:12].[CH2:13]([NH:15][CH2:16][CH3:17])[CH3:14]. The catalyst is ClCCl. The product is [Br:1][C:2]1[CH:7]=[CH:6][C:5]([S:8]([N:15]([CH2:16][CH3:17])[CH2:13][CH3:14])(=[O:10])=[O:9])=[CH:4][C:3]=1[F:12]. The yield is 0.900.